From a dataset of Full USPTO retrosynthesis dataset with 1.9M reactions from patents (1976-2016). Predict the reactants needed to synthesize the given product. (1) Given the product [Br:13][C:11]1[N:10]([CH:14]([CH3:16])[CH3:15])[C:9]2[CH:17]([C:19]3[CH:24]=[CH:23][C:22]([Cl:25])=[CH:21][CH:20]=3)[N:32]([C:30]3[C:29]([CH3:33])=[N:28][N:27]([CH3:26])[CH:31]=3)[C:6](=[O:7])[C:8]=2[CH:12]=1, predict the reactants needed to synthesize it. The reactants are: O=[O+][O-].CO[C:6]([C:8]1[CH:12]=[C:11]([Br:13])[N:10]([CH:14]([CH3:16])[CH3:15])[C:9]=1[CH:17]([C:19]1[CH:24]=[CH:23][C:22]([Cl:25])=[CH:21][CH:20]=1)O)=[O:7].[CH3:26][N:27]1[CH:31]=[C:30]([NH2:32])[C:29]([CH3:33])=[N:28]1.C(OC(C1C=CN(C(C)C)C=1C(C1C=CC(Cl)=CC=1)O)=O)C.NC1C=C(Cl)C(=O)N(CC2C=CC(OC)=CC=2)C=1.O(S(C)(=O)=O)S(C)(=O)=O. (2) The reactants are: [F:1][C:2]([F:7])([F:6])[C:3]([OH:5])=[O:4].[F:8][C:9]([F:14])([F:13])[C:10]([OH:12])=[O:11].FC(F)(F)C(O)=O.[Cl:22][C:23]1[CH:24]=[N:25][C:26]2[NH:27][C:28]3[CH:29]=[N:30][CH:31]=[C:32]([CH:53]=3)[CH2:33][CH2:34][C:35]3[CH:43]=[C:39]([NH:40][C:41]=1[N:42]=2)[CH:38]=[CH:37][C:36]=3[O:44][CH2:45][CH2:46][CH:47]1[CH2:52][CH2:51][NH:50][CH2:49][CH2:48]1.[N:54]([C:57]1[CH:64]=[CH:63][C:60]([C:61]#[N:62])=[CH:59][CH:58]=1)=[C:55]=[O:56]. Given the product [F:1][C:2]([F:7])([F:6])[C:3]([OH:5])=[O:4].[F:8][C:9]([F:14])([F:13])[C:10]([OH:12])=[O:11].[Cl:22][C:23]1[CH:24]=[N:25][C:26]2[NH:27][C:28]3[CH:29]=[N:30][CH:31]=[C:32]([CH:53]=3)[CH2:33][CH2:34][C:35]3[CH:43]=[C:39]([NH:40][C:41]=1[N:42]=2)[CH:38]=[CH:37][C:36]=3[O:44][CH2:45][CH2:46][CH:47]1[CH2:48][CH2:49][N:50]([C:55]([NH:54][C:57]2[CH:64]=[CH:63][C:60]([C:61]#[N:62])=[CH:59][CH:58]=2)=[O:56])[CH2:51][CH2:52]1, predict the reactants needed to synthesize it. (3) Given the product [Cl:1][C:2]1[CH:31]=[CH:30][C:5]([CH2:6][NH:7][C:8]([C:10]2[C:19](=[O:20])[C:18]3[C:13](=[C:14]([C:37]#[C:36][CH2:35][N:33]([CH3:34])[CH3:32])[CH:15]=[C:16]([CH2:21][CH:22]4[CH2:27][CH2:26][O:25][CH2:24][CH2:23]4)[CH:17]=3)[N:12]([CH3:29])[CH:11]=2)=[O:9])=[CH:4][CH:3]=1, predict the reactants needed to synthesize it. The reactants are: [Cl:1][C:2]1[CH:31]=[CH:30][C:5]([CH2:6][NH:7][C:8]([C:10]2[C:19](=[O:20])[C:18]3[C:13](=[C:14](I)[CH:15]=[C:16]([CH2:21][CH:22]4[CH2:27][CH2:26][O:25][CH2:24][CH2:23]4)[CH:17]=3)[N:12]([CH3:29])[CH:11]=2)=[O:9])=[CH:4][CH:3]=1.[CH3:32][N:33]([CH2:35][C:36]#[CH:37])[CH3:34]. (4) Given the product [O:33]=[CH:13][CH2:12][CH2:11][CH2:10][C@H:9]([NH:15][C:16]([C:18]1[CH:19]=[N:20][N:21]([C:24]2[CH:29]=[CH:28][C:27]([Cl:30])=[CH:26][CH:25]=2)[C:22]=1[CH3:23])=[O:17])[C:5]1[CH:6]=[CH:7][CH:8]=[C:3]([C:2]([F:32])([F:31])[F:1])[CH:4]=1, predict the reactants needed to synthesize it. The reactants are: [F:1][C:2]([F:32])([F:31])[C:3]1[CH:4]=[C:5]([C@@H:9]([NH:15][C:16]([C:18]2[CH:19]=[N:20][N:21]([C:24]3[CH:29]=[CH:28][C:27]([Cl:30])=[CH:26][CH:25]=3)[C:22]=2[CH3:23])=[O:17])[CH2:10][CH2:11][CH2:12][CH:13]=C)[CH:6]=[CH:7][CH:8]=1.[O:33]=[O+][O-]. (5) Given the product [CH3:16][N:17]([CH3:18])[C:5](=[O:6])[C:4]1[CH:8]=[CH:9][C:10]([N+:11]([O-:13])=[O:12])=[C:2]([CH3:1])[CH:3]=1, predict the reactants needed to synthesize it. The reactants are: [CH3:1][C:2]1[CH:3]=[C:4]([CH:8]=[CH:9][C:10]=1[N+:11]([O-:13])=[O:12])[C:5](O)=[O:6].C(C1NC=CN=1)([C:16]1[NH:17][CH:18]=CN=1)=O.CNC.